Dataset: Reaction yield outcomes from USPTO patents with 853,638 reactions. Task: Predict the reaction yield, written as a fraction of the theoretical maximum amount of product (1.0 means a 100% yield; for example, 0.34 means a 34% yield). (1) The reactants are [Br:1][C:2]1[CH:3]=[C:4]([O:22][C:23]2[CH:28]=[CH:27][CH:26]=[CH:25][CH:24]=2)[C:5]([NH:8][C:9]2[S:10][CH:11]=[C:12]([CH2:14][C:15]([O:20][CH3:21])([CH3:19])[C:16](O)=[O:17])[N:13]=2)=[N:6][CH:7]=1.C[N:30]1[CH2:35][CH2:34]O[CH2:32][CH2:31]1.ON1C2C=CC=CC=2N=N1.CCN=C=NCCCN(C)C.N1CCCC1. The catalyst is C(Cl)Cl.CN(C=O)C. The product is [Br:1][C:2]1[CH:3]=[C:4]([O:22][C:23]2[CH:28]=[CH:27][CH:26]=[CH:25][CH:24]=2)[C:5]([NH:8][C:9]2[S:10][CH:11]=[C:12]([CH2:14][C:15]([O:20][CH3:21])([CH3:19])[C:16]([N:30]3[CH2:35][CH2:34][CH2:32][CH2:31]3)=[O:17])[N:13]=2)=[N:6][CH:7]=1. The yield is 0.790. (2) The reactants are ClCCl.Br[C:5]1[C:13]2[C:8](=[N:9][CH:10]=[C:11]([C:14]3[CH:19]=[CH:18][CH:17]=[C:16]([S:20]([CH3:23])(=[O:22])=[O:21])[CH:15]=3)[CH:12]=2)[NH:7][CH:6]=1.[CH3:24][C:25]([C:31]1[CH:36]=[CH:35][C:34](B2OC(C)(C)C(C)(C)O2)=[CH:33][CH:32]=1)([CH3:30])[C:26]([O:28]C)=[O:27].C(=O)([O-])[O-].[K+].[K+].[OH-].[Na+].Cl. The catalyst is CO.O.O1CCOCC1.O. The product is [CH3:30][C:25]([C:31]1[CH:36]=[CH:35][C:34]([C:5]2[C:13]3[C:8](=[N:9][CH:10]=[C:11]([C:14]4[CH:19]=[CH:18][CH:17]=[C:16]([S:20]([CH3:23])(=[O:22])=[O:21])[CH:15]=4)[CH:12]=3)[NH:7][CH:6]=2)=[CH:33][CH:32]=1)([CH3:24])[C:26]([OH:28])=[O:27]. The yield is 0.110. (3) The reactants are [Cl:1][C:2]1[CH:7]=[CH:6][N:5]=[C:4](C(OCC)=O)[CH:3]=1.[CH3:13][Mg+].[Br-].C([O:18][CH2:19][CH3:20])C. No catalyst specified. The product is [Cl:1][C:2]1[CH:7]=[CH:6][N:5]=[C:4]([C:19]([OH:18])([CH3:20])[CH3:13])[CH:3]=1. The yield is 0.850. (4) The reactants are [CH3:1][S:2]([C:4]1[CH:9]=[CH:8][CH:7]=[CH:6][C:5]=1[NH:10][C:11](=O)[CH3:12])=[O:3].OS(O)(=O)=O.[N-:19]=[N+]=[N-].[Na+].[OH-].[Na+]. The catalyst is C(Cl)(Cl)Cl.O. The product is [CH3:1][S:2]1(=[O:3])[C:4]2[CH:9]=[CH:8][CH:7]=[CH:6][C:5]=2[N:10]=[C:11]([CH3:12])[N:19]=1. The yield is 0.610.